This data is from Full USPTO retrosynthesis dataset with 1.9M reactions from patents (1976-2016). The task is: Predict the reactants needed to synthesize the given product. (1) Given the product [Cl:1][C:2]1[S:6][C:5]([C:7]([NH:9][CH2:10][C:11]2[CH:12]=[N:13][N:14]([C:16]3[CH:21]=[CH:20][C:19]([N:25]4[CH:26]=[CH:27][CH:28]=[CH:29][C:24]4=[O:23])=[CH:18][CH:17]=3)[CH:15]=2)=[O:8])=[CH:4][CH:3]=1, predict the reactants needed to synthesize it. The reactants are: [Cl:1][C:2]1[S:6][C:5]([C:7]([NH:9][CH2:10][C:11]2[CH:12]=[N:13][N:14]([C:16]3[CH:21]=[CH:20][C:19](I)=[CH:18][CH:17]=3)[CH:15]=2)=[O:8])=[CH:4][CH:3]=1.[OH:23][C:24]1[CH:29]=[CH:28][CH:27]=[CH:26][N:25]=1.OC1C=CC=C2C=1N=CC=C2.C([O-])([O-])=O.[K+].[K+]. (2) The reactants are: [NH2:1][C@@H:2]1[C:8](=[O:9])[N:7]([CH2:10][CH:11]2[CH2:13][CH2:12]2)[C:6]2[CH:14]=[CH:15][CH:16]=[CH:17][C:5]=2[C:4]2[CH:18]=[CH:19][CH:20]=[CH:21][C:3]1=2.[C:22](O)(=[O:26])[C@H:23]([CH3:25])[OH:24].O.ON1C2C=CC=CC=2N=N1.C(N(C(C)C)C(C)C)C.Cl.CN(C)CCCN=C=NCC. Given the product [CH:11]1([CH2:10][N:7]2[C:8](=[O:9])[C@@H:2]([NH:1][C:22](=[O:26])[C@@H:23]([OH:24])[CH3:25])[C:3]3[CH:21]=[CH:20][CH:19]=[CH:18][C:4]=3[C:5]3[CH:17]=[CH:16][CH:15]=[CH:14][C:6]2=3)[CH2:13][CH2:12]1, predict the reactants needed to synthesize it. (3) The reactants are: [BH4-].[Na+].[CH:3]1([N:6]2[CH2:11][CH2:10][C:9](=[O:12])[CH2:8][CH2:7]2)[CH2:5][CH2:4]1. Given the product [CH:3]1([N:6]2[CH2:11][CH2:10][CH:9]([OH:12])[CH2:8][CH2:7]2)[CH2:5][CH2:4]1, predict the reactants needed to synthesize it. (4) Given the product [OH:29][C:28]1[C:27]2[C:22](=[CH:23][CH:24]=[CH:25][CH:26]=2)[C:21]([CH3:33])([CH2:30][CH2:31][CH3:32])[C:20](=[O:34])[C:19]=1[C:14]1[NH:13][C:12]2[CH:35]=[CH:36][C:9]([OH:8])=[CH:10][C:11]=2[S:16](=[O:17])(=[O:18])[N:15]=1, predict the reactants needed to synthesize it. The reactants are: C([O:8][C:9]1[CH:36]=[CH:35][C:12]2[NH:13][C:14]([C:19]3[C:20](=[O:34])[C:21]([CH3:33])([CH2:30][CH2:31][CH3:32])[C:22]4[C:27]([C:28]=3[OH:29])=[CH:26][CH:25]=[CH:24][CH:23]=4)=[N:15][S:16](=[O:18])(=[O:17])[C:11]=2[CH:10]=1)C1C=CC=CC=1.